Dataset: Catalyst prediction with 721,799 reactions and 888 catalyst types from USPTO. Task: Predict which catalyst facilitates the given reaction. Reactant: C([N:8]1[CH2:33][CH2:32][C:11]2([N:15]([CH2:16][CH2:17][C:18]3[CH:23]=[CH:22][C:21]([O:24][CH3:25])=[CH:20][CH:19]=3)[C:14](=[O:26])[N:13]([CH2:27][CH:28]([CH3:30])[CH3:29])[C:12]2=[O:31])[CH2:10][CH2:9]1)C1C=CC=CC=1.[H][H]. Product: [CH2:27]([N:13]1[C:12](=[O:31])[C:11]2([CH2:10][CH2:9][NH:8][CH2:33][CH2:32]2)[N:15]([CH2:16][CH2:17][C:18]2[CH:23]=[CH:22][C:21]([O:24][CH3:25])=[CH:20][CH:19]=2)[C:14]1=[O:26])[CH:28]([CH3:29])[CH3:30]. The catalyst class is: 750.